Dataset: Reaction yield outcomes from USPTO patents with 853,638 reactions. Task: Predict the reaction yield, written as a fraction of the theoretical maximum amount of product (1.0 means a 100% yield; for example, 0.34 means a 34% yield). (1) The reactants are [F:1][C:2]1[CH:7]=[CH:6][C:5]([CH2:8][C:9]([N:11]2[CH2:15][CH:14]([O:16][C:17]([N:19]3[CH2:24][CH2:23][O:22][CH2:21][CH2:20]3)=[O:18])[CH2:13][N:12]2[C:25]([C:27]2[CH:32]=[CH:31][N:30]=[C:29]([O:33][C:34]3[CH:39]=[CH:38][CH:37]=[CH:36][CH:35]=3)[N:28]=2)=O)=[O:10])=[CH:4][CH:3]=1.[H-].[Na+]. The catalyst is CN(C)C=O.O1CCCC1. The product is [F:1][C:2]1[CH:7]=[CH:6][C:5]([C:8]2[C:9](=[O:10])[N:11]3[CH2:15][CH:14]([O:16][C:17]([N:19]4[CH2:24][CH2:23][O:22][CH2:21][CH2:20]4)=[O:18])[CH2:13][N:12]3[C:25]=2[C:27]2[CH:32]=[CH:31][N:30]=[C:29]([O:33][C:34]3[CH:35]=[CH:36][CH:37]=[CH:38][CH:39]=3)[N:28]=2)=[CH:4][CH:3]=1. The yield is 0.320. (2) The reactants are [NH2:1][CH2:2][C:3]1[CH:16]=[CH:15][CH:14]=[CH:13][C:4]=1[NH:5][C:6]1[CH:11]=[CH:10][CH:9]=[CH:8][C:7]=1[F:12].[S:17](N)(N)(=[O:19])=[O:18]. The catalyst is COCCOCCOC. The product is [F:12][C:7]1[CH:8]=[CH:9][CH:10]=[CH:11][C:6]=1[N:5]1[C:4]2[CH:13]=[CH:14][CH:15]=[CH:16][C:3]=2[CH2:2][NH:1][S:17]1(=[O:19])=[O:18]. The yield is 0.700. (3) The reactants are [CH3:1][S:2]([CH2:5][CH2:6][NH:7][C:8]1[CH:9]=[N:10][CH:11]=[CH:12][C:13]=1[C:14]1[CH:19]=[CH:18][CH:17]=[CH:16][C:15]=1[CH3:20])(=[O:4])=[O:3].[F:21][C:22]([F:37])([F:36])[C:23]1[CH:24]=[C:25]([CH:29]=[C:30]([C:32]([F:35])([F:34])[F:33])[N:31]=1)[C:26](O)=[O:27]. No catalyst specified. The product is [CH3:1][S:2]([CH2:5][CH2:6][N:7]([C:8]1[CH:9]=[N:10][CH:11]=[CH:12][C:13]=1[C:14]1[CH:19]=[CH:18][CH:17]=[CH:16][C:15]=1[CH3:20])[C:26](=[O:27])[C:25]1[CH:29]=[C:30]([C:32]([F:33])([F:34])[F:35])[N:31]=[C:23]([C:22]([F:37])([F:21])[F:36])[CH:24]=1)(=[O:4])=[O:3]. The yield is 0.100. (4) The reactants are [N:1]1[CH:6]=[CH:5][CH:4]=[CH:3][C:2]=1[N:7]1[CH2:12][CH2:11][NH:10][CH2:9][CH2:8]1.[F:13][C:14]1[CH:23]=[CH:22][C:21]([O:24][CH2:25][CH2:26][CH3:27])=[C:20]2[C:15]=1[C:16](=[O:38])[C:17]([C:30]1[CH:35]=[CH:34][C:33]([O:36][CH3:37])=[CH:32][CH:31]=1)=[C:18]([CH:28]=O)[NH:19]2.C(O[BH-](OC(=O)C)OC(=O)C)(=O)C.[Na+]. The catalyst is ClCCl. The product is [F:13][C:14]1[CH:23]=[CH:22][C:21]([O:24][CH2:25][CH2:26][CH3:27])=[C:20]2[C:15]=1[C:16](=[O:38])[C:17]([C:30]1[CH:31]=[CH:32][C:33]([O:36][CH3:37])=[CH:34][CH:35]=1)=[C:18]([CH2:28][N:10]1[CH2:9][CH2:8][N:7]([C:2]3[CH:3]=[CH:4][CH:5]=[CH:6][N:1]=3)[CH2:12][CH2:11]1)[NH:19]2. The yield is 0.350. (5) The product is [F:44][C:45]1[CH:46]=[C:47]([C@@H:52]2[CH2:56][N:55]([CH2:57][CH2:58][O:59][CH3:60])[CH2:54][C@H:53]2[NH:61][C:21]([NH:18][C:6]2[C:2]([CH3:1])=[N:3][N:4]([C:10]3[CH:11]=[CH:12][CH:13]=[CH:14][CH:15]=3)[CH:5]=2)=[O:24])[CH:48]=[CH:49][C:50]=1[F:51]. The catalyst is C1(C)C=CC=CC=1.C1COCC1. The reactants are [CH3:1][C:2]1[C:6](C(O)=O)=[CH:5][N:4]([C:10]2[CH:15]=[CH:14][CH:13]=[CH:12][CH:11]=2)[N:3]=1.CC[N:18]([CH2:21]C)CC.P(N=[N+]=[N-])(=O)(OC1C=CC=CC=1)[O:24]C1C=CC=CC=1.Cl.Cl.[F:44][C:45]1[CH:46]=[C:47]([C@@H:52]2[CH2:56][N:55]([CH2:57][CH2:58][O:59][CH3:60])[CH2:54][C@H:53]2[NH2:61])[CH:48]=[CH:49][C:50]=1[F:51]. The yield is 0.590. (6) The reactants are [C:1]([OH:7])([C:3]([F:6])([F:5])[F:4])=[O:2].C(OC([N:15]1[CH2:20][CH2:19][N:18]([C:21](=[O:38])[CH2:22][NH:23][C:24]([C:26]2[CH:31]=[CH:30][C:29]([C:32]3[CH:37]=[CH:36][CH:35]=[CH:34][CH:33]=3)=[CH:28][CH:27]=2)=[O:25])[CH2:17][CH2:16]1)=O)(C)(C)C. The catalyst is C(Cl)Cl. The product is [OH:7][C:1]([C:3]([F:6])([F:5])[F:4])=[O:2].[O:38]=[C:21]([N:18]1[CH2:19][CH2:20][NH:15][CH2:16][CH2:17]1)[CH2:22][NH:23][C:24]([C:26]1[CH:27]=[CH:28][C:29]([C:32]2[CH:37]=[CH:36][CH:35]=[CH:34][CH:33]=2)=[CH:30][CH:31]=1)=[O:25]. The yield is 0.948. (7) The reactants are C[O:2][C:3](=[O:20])[C@@H:4]([N:13]1[C:17]([CH3:18])=[CH:16][CH:15]=[C:14]1[CH3:19])[CH2:5][C:6]1[CH:11]=[CH:10][C:9]([OH:12])=[CH:8][CH:7]=1.[H-].[Na+].[F:23][C:24]1[CH:31]=[CH:30][CH:29]=[CH:28][C:25]=1[CH2:26]Br.Cl.[OH-].[Li+]. The catalyst is CN(C)C=O.O. The product is [CH3:19][C:14]1[N:13]([C@@H:4]([CH2:5][C:6]2[CH:11]=[CH:10][C:9]([O:12][CH2:26][C:25]3[CH:28]=[CH:29][CH:30]=[CH:31][C:24]=3[F:23])=[CH:8][CH:7]=2)[C:3]([OH:2])=[O:20])[C:17]([CH3:18])=[CH:16][CH:15]=1. The yield is 0.450.